This data is from Forward reaction prediction with 1.9M reactions from USPTO patents (1976-2016). The task is: Predict the product of the given reaction. (1) The product is: [F:1][C:2]1[CH:3]=[CH:4][C:5]([NH:12][C:13](=[O:33])[C:14]2[CH:19]=[CH:18][C:17]([N:20]3[CH2:24][CH2:23][CH2:22][CH2:21]3)=[CH:16][C:15]=2[O:25][CH:26]2[CH2:31][CH2:30][N:29]([CH3:32])[CH2:28][CH2:27]2)=[C:6]([CH:11]=1)[C:7]([OH:9])=[O:8]. Given the reactants [F:1][C:2]1[CH:3]=[CH:4][C:5]([NH:12][C:13](=[O:33])[C:14]2[CH:19]=[CH:18][C:17]([N:20]3[CH2:24][CH2:23][CH2:22][CH2:21]3)=[CH:16][C:15]=2[O:25][CH:26]2[CH2:31][CH2:30][N:29]([CH3:32])[CH2:28][CH2:27]2)=[C:6]([CH:11]=1)[C:7]([O:9]C)=[O:8].[OH-].[K+], predict the reaction product. (2) Given the reactants [Cl-].[NH4+].[Br:3][C:4]1[C:9]([C:10]([F:13])([F:12])[F:11])=[CH:8][C:7]([OH:14])=[C:6]([N+:15]([O-])=O)[CH:5]=1, predict the reaction product. The product is: [NH2:15][C:6]1[CH:5]=[C:4]([Br:3])[C:9]([C:10]([F:13])([F:11])[F:12])=[CH:8][C:7]=1[OH:14]. (3) The product is: [Br:1][C:2]1[CH:3]=[C:4]2[C:9](=[CH:10][CH:11]=1)[C:8](=[O:12])[NH:7][C:6](=[O:13])/[C:5]/2=[CH:14]/[O:44][CH3:40]. Given the reactants [Br:1][C:2]1[CH:3]=[C:4]2[C:9](=[CH:10][CH:11]=1)[C:8](=[O:12])[NH:7][C:6](=[O:13])/[C:5]/2=[CH:14]\NC1C=NC(N2CCC(N3CCCC3)CC2)=CC=1.BrC1C=C2C(=CC=1)[C:40](=[O:44])NC(=O)C2=CNC1C=CC(N2CC(C)NC(C)C2)=CC=1, predict the reaction product. (4) The product is: [CH:1]1([CH2:4][N:5]2[CH:10]=[C:9]([C:24]3[CH:29]=[CH:28][CH:27]=[CH:26][CH:25]=3)[CH:8]=[C:7]([NH:12][C:13](=[O:22])[O:14][CH2:15][C:16]3[CH:21]=[CH:20][CH:19]=[CH:18][CH:17]=3)[C:6]2=[O:23])[CH2:3][CH2:2]1. Given the reactants [CH:1]1([CH2:4][N:5]2[CH:10]=[C:9](I)[CH:8]=[C:7]([NH:12][C:13](=[O:22])[O:14][CH2:15][C:16]3[CH:21]=[CH:20][CH:19]=[CH:18][CH:17]=3)[C:6]2=[O:23])[CH2:3][CH2:2]1.[C:24]1(B(O)O)[CH:29]=[CH:28][CH:27]=[CH:26][CH:25]=1.C(=O)([O-])[O-].[Na+].[Na+], predict the reaction product. (5) Given the reactants [C:1]([OH:9])(=[O:8])[CH:2]([CH2:4][C:5]([OH:7])=[O:6])O.[NH3:10], predict the reaction product. The product is: [NH2:10][C@H:2]([C:1]([OH:9])=[O:8])[CH2:4][C:5]([OH:7])=[O:6]. (6) Given the reactants [Cl:1][C:2]1[C:7]([CH:8]([C:10]2[CH:15]=[C:14]([O:16][CH3:17])[C:13]([O:18][CH3:19])=[CH:12][C:11]=2[CH:20]([CH3:22])[CH3:21])O)=[CH:6][N:5]=[C:4]([S:23][CH3:24])[N:3]=1.C([SiH](CC)CC)C.FC(F)(F)C(O)=O, predict the reaction product. The product is: [Cl:1][C:2]1[C:7]([CH2:8][C:10]2[CH:15]=[C:14]([O:16][CH3:17])[C:13]([O:18][CH3:19])=[CH:12][C:11]=2[CH:20]([CH3:21])[CH3:22])=[CH:6][N:5]=[C:4]([S:23][CH3:24])[N:3]=1.